Predict the product of the given reaction. From a dataset of Forward reaction prediction with 1.9M reactions from USPTO patents (1976-2016). (1) Given the reactants C(=O)([O-])[O-].[K+].[K+].[CH2:7]([NH:9][CH2:10][CH3:11])[CH3:8].[I-].[K+].C(O[CH2:18][CH3:19])(=O)C.[CH3:20]O.C([N:24]([CH2:27][CH3:28])CC)C.[C:29](#N)[CH3:30], predict the reaction product. The product is: [NH:9]1[C:10]2[C:29](=[CH:30][CH:18]=[CH:19][CH:11]=2)[CH:8]=[C:7]1[CH2:20][CH2:28][CH2:27][NH2:24]. (2) Given the reactants [Si]([O:8][CH2:9][C:10]1[CH:11]=[C:12]([CH:15]=[O:16])[S:13][CH:14]=1)(C(C)(C)C)(C)C.C1C(=O)N([Cl:24])C(=O)C1, predict the reaction product. The product is: [Cl:24][C:14]1[S:13][C:12]([CH:15]=[O:16])=[CH:11][C:10]=1[CH2:9][OH:8]. (3) Given the reactants [CH2:1]([O:5][C:6]1[N:14]=[C:13]2[C:9]([N:10]=[C:11]([O:22]C)[N:12]2[CH2:15][CH:16]2[CH2:21][CH2:20][CH2:19][NH:18][CH2:17]2)=[C:8]([NH2:24])[N:7]=1)[CH2:2][CH2:3][CH3:4].I[CH2:26][CH:27]([CH3:29])[CH3:28], predict the reaction product. The product is: [NH2:24][C:8]1[N:7]=[C:6]([O:5][CH2:1][CH2:2][CH2:3][CH3:4])[N:14]=[C:13]2[C:9]=1[NH:10][C:11](=[O:22])[N:12]2[CH2:15][CH:16]1[CH2:21][CH2:20][CH2:19][N:18]([CH2:26][CH:27]([CH3:29])[CH3:28])[CH2:17]1.